From a dataset of NCI-60 drug combinations with 297,098 pairs across 59 cell lines. Regression. Given two drug SMILES strings and cell line genomic features, predict the synergy score measuring deviation from expected non-interaction effect. (1) Cell line: HCT-15. Drug 2: CC1=C(N=C(N=C1N)C(CC(=O)N)NCC(C(=O)N)N)C(=O)NC(C(C2=CN=CN2)OC3C(C(C(C(O3)CO)O)O)OC4C(C(C(C(O4)CO)O)OC(=O)N)O)C(=O)NC(C)C(C(C)C(=O)NC(C(C)O)C(=O)NCCC5=NC(=CS5)C6=NC(=CS6)C(=O)NCCC[S+](C)C)O. Synergy scores: CSS=8.13, Synergy_ZIP=-2.80, Synergy_Bliss=-1.39, Synergy_Loewe=-7.47, Synergy_HSA=-2.83. Drug 1: C1CCC(C1)C(CC#N)N2C=C(C=N2)C3=C4C=CNC4=NC=N3. (2) Drug 1: CS(=O)(=O)C1=CC(=C(C=C1)C(=O)NC2=CC(=C(C=C2)Cl)C3=CC=CC=N3)Cl. Drug 2: CN(CCCl)CCCl.Cl. Cell line: TK-10. Synergy scores: CSS=20.7, Synergy_ZIP=-2.11, Synergy_Bliss=1.87, Synergy_Loewe=-3.42, Synergy_HSA=1.22. (3) Drug 1: C1=CC(=CC=C1CCC2=CNC3=C2C(=O)NC(=N3)N)C(=O)NC(CCC(=O)O)C(=O)O. Drug 2: C1C(C(OC1N2C=NC3=C(N=C(N=C32)Cl)N)CO)O. Cell line: ACHN. Synergy scores: CSS=20.8, Synergy_ZIP=-10.9, Synergy_Bliss=-2.16, Synergy_Loewe=0.497, Synergy_HSA=2.69. (4) Drug 1: C1=CC(=CC=C1CCC2=CNC3=C2C(=O)NC(=N3)N)C(=O)NC(CCC(=O)O)C(=O)O. Drug 2: C1=CC(=CC=C1CC(C(=O)O)N)N(CCCl)CCCl.Cl. Cell line: HCT-15. Synergy scores: CSS=42.4, Synergy_ZIP=-4.15, Synergy_Bliss=-4.20, Synergy_Loewe=-14.5, Synergy_HSA=-2.81. (5) Drug 1: CC1OCC2C(O1)C(C(C(O2)OC3C4COC(=O)C4C(C5=CC6=C(C=C35)OCO6)C7=CC(=C(C(=C7)OC)O)OC)O)O. Drug 2: CC1=CC=C(C=C1)C2=CC(=NN2C3=CC=C(C=C3)S(=O)(=O)N)C(F)(F)F. Cell line: IGROV1. Synergy scores: CSS=28.9, Synergy_ZIP=-7.39, Synergy_Bliss=-2.27, Synergy_Loewe=-5.20, Synergy_HSA=0.0161. (6) Drug 1: CC1OCC2C(O1)C(C(C(O2)OC3C4COC(=O)C4C(C5=CC6=C(C=C35)OCO6)C7=CC(=C(C(=C7)OC)O)OC)O)O. Drug 2: CC12CCC3C(C1CCC2O)C(CC4=C3C=CC(=C4)O)CCCCCCCCCS(=O)CCCC(C(F)(F)F)(F)F. Cell line: ACHN. Synergy scores: CSS=52.8, Synergy_ZIP=-4.47, Synergy_Bliss=-3.78, Synergy_Loewe=-5.01, Synergy_HSA=-1.62.